Predict the reaction yield, written as a fraction of the theoretical maximum amount of product (1.0 means a 100% yield; for example, 0.34 means a 34% yield). From a dataset of Reaction yield outcomes from USPTO patents with 853,638 reactions. (1) The product is [CH2:20]([N:10]1[C:11]2[C:16](=[CH:15][N:14]=[C:13]([NH:18][CH3:19])[CH:12]=2)[CH:17]=[C:8]([C:6]2[C:5]([I:23])=[CH:4][C:3]([F:24])=[C:2]([NH:1][C:32]([NH:31][C:25]3[CH:30]=[CH:29][CH:28]=[CH:27][CH:26]=3)=[O:33])[CH:7]=2)[C:9]1=[O:22])[CH3:21]. The catalyst is C(Cl)Cl. The reactants are [NH2:1][C:2]1[C:3]([F:24])=[CH:4][C:5]([I:23])=[C:6]([C:8]2[C:9](=[O:22])[N:10]([CH2:20][CH3:21])[C:11]3[C:16]([CH:17]=2)=[CH:15][N:14]=[C:13]([NH:18][CH3:19])[CH:12]=3)[CH:7]=1.[C:25]1([N:31]=[C:32]=[O:33])[CH:30]=[CH:29][CH:28]=[CH:27][CH:26]=1.N1C=CC=CC=1. The yield is 0.290. (2) The reactants are [CH:1]1([C:4]2[O:5][C:6]3[C:7](=[C:9]([C:21]#[N:22])[C:10]([CH3:20])=[C:11]([C:14]4[CH:19]=[CH:18][CH:17]=[CH:16][CH:15]=4)[C:12]=3[F:13])[N:8]=2)[CH2:3][CH2:2]1.[Br:23]N1C(=O)CCC1=O.N(C(C)(C)C#N)=NC(C)(C)C#N. The catalyst is C(Cl)(Cl)(Cl)Cl. The product is [Br:23][CH2:20][C:10]1[C:9]([C:21]#[N:22])=[C:7]2[N:8]=[C:4]([CH:1]3[CH2:3][CH2:2]3)[O:5][C:6]2=[C:12]([F:13])[C:11]=1[C:14]1[CH:15]=[CH:16][CH:17]=[CH:18][CH:19]=1. The yield is 0.820. (3) The reactants are [CH2:1]([N:3]([CH2:11][CH3:12])[C:4]1[CH:9]=[CH:8][C:7]([NH2:10])=[CH:6][CH:5]=1)[CH3:2].[Cl:13][C:14]([O:16][C:17]1[CH:22]=[CH:21][C:20]([N+:23]([O-:25])=[O:24])=[CH:19][CH:18]=1)=[O:15]. The catalyst is C(Cl)Cl. The product is [ClH:13].[N+:23]([C:20]1[CH:19]=[CH:18][C:17]([O:16][C:14](=[O:15])[NH:10][C:7]2[CH:8]=[CH:9][C:4]([N:3]([CH2:1][CH3:2])[CH2:11][CH3:12])=[CH:5][CH:6]=2)=[CH:22][CH:21]=1)([O-:25])=[O:24]. The yield is 0.820. (4) The reactants are [Br:1][C:2]1[CH:19]=[N:18][C:5]2[CH2:6][CH2:7][N:8](C(=O)C(F)(F)F)[CH2:9][CH:10]([CH3:11])[C:4]=2[CH:3]=1.C([O-])([O-])=O.[K+].[K+].CO.C([O-])(O)=O.[Na+]. The catalyst is C(Cl)Cl.O. The product is [Br:1][C:2]1[CH:19]=[N:18][C:5]2[CH2:6][CH2:7][NH:8][CH2:9][CH:10]([CH3:11])[C:4]=2[CH:3]=1. The yield is 0.390. (5) The reactants are [O:1]1[CH2:6][CH2:5][CH:4]([CH2:7][NH:8][C:9]2[CH:17]=[CH:16][CH:15]=[CH:14][C:10]=2[C:11]([OH:13])=O)[CH2:3][CH2:2]1.[NH2:18][C:19]1[CH:20]=[C:21]2[C:25](=[CH:26][CH:27]=1)[NH:24][N:23]=[CH:22]2.CN1CCOCC1. The catalyst is CN(C)C=O. The product is [NH:24]1[C:25]2[C:21](=[CH:20][C:19]([NH:18][C:11](=[O:13])[C:10]3[CH:14]=[CH:15][CH:16]=[CH:17][C:9]=3[NH:8][CH2:7][CH:4]3[CH2:3][CH2:2][O:1][CH2:6][CH2:5]3)=[CH:27][CH:26]=2)[CH:22]=[N:23]1. The yield is 0.350. (6) The reactants are [F:1][C:2]([F:18])([C:11]1[CH:16]=[CH:15][C:14]([CH3:17])=[CH:13][N:12]=1)[CH2:3][N:4]1[CH2:9][CH2:8][CH:7]([NH2:10])[CH2:6][CH2:5]1.Cl[C:20]1[C:21]2[CH:28]=[CH:27][NH:26][C:22]=2[N:23]=[CH:24][N:25]=1.CCN(C(C)C)C(C)C. The catalyst is C(O)CCC. The product is [F:18][C:2]([F:1])([C:11]1[CH:16]=[CH:15][C:14]([CH3:17])=[CH:13][N:12]=1)[CH2:3][N:4]1[CH2:5][CH2:6][CH:7]([NH:10][C:20]2[C:21]3[CH:28]=[CH:27][NH:26][C:22]=3[N:23]=[CH:24][N:25]=2)[CH2:8][CH2:9]1. The yield is 0.240. (7) The reactants are O1CCCC1.[NH2:6][C:7]1[C:12]([C:13]2[O:17][N:16]=[C:15]([CH2:18][C:19]3[CH:24]=[CH:23][C:22]([OH:25])=[CH:21][CH:20]=3)[CH:14]=2)=[CH:11][CH:10]=[C:9]([NH2:26])[N:8]=1.[OH-].[Na+].Cl[CH2:30][C:31]1[CH:36]=[CH:35][C:34]([F:37])=[CH:33][N:32]=1. The catalyst is CN(C)C=O. The product is [F:37][C:34]1[CH:35]=[CH:36][C:31]([CH2:30][O:25][C:22]2[CH:23]=[CH:24][C:19]([CH2:18][C:15]3[CH:14]=[C:13]([C:12]4[C:7]([NH2:6])=[N:8][C:9]([NH2:26])=[CH:10][CH:11]=4)[O:17][N:16]=3)=[CH:20][CH:21]=2)=[N:32][CH:33]=1. The yield is 0.670. (8) The reactants are C(N(CC)CC)C.[CH:8]([C:10]1[C:18]2[C:13](=[CH:14][CH:15]=[CH:16][CH:17]=2)[N:12](C(OC(C)(C)C)=O)[CH:11]=1)=[O:9].[CH:26](=[N:33][C:34]1[N:38]=[C:37]([O:39][CH3:40])[S:36][N:35]=1)[C:27]1[CH:32]=[CH:31][CH:30]=[CH:29][CH:28]=1. The catalyst is [Cl-].C([N+]1C(C)=C(CCO)SC=1)C1C=CC=CC=1.C(O)C. The product is [NH:12]1[C:13]2[C:18](=[CH:17][CH:16]=[CH:15][CH:14]=2)[C:10]([C:8](=[O:9])[CH:26]([NH:33][C:34]2[N:38]=[C:37]([O:39][CH3:40])[S:36][N:35]=2)[C:27]2[CH:28]=[CH:29][CH:30]=[CH:31][CH:32]=2)=[CH:11]1. The yield is 0.0100. (9) The reactants are [C:1]([O:5][C:6]([NH:8][C:9]1[S:10][C:11]([C:14](OCC)=[O:15])=[CH:12][N:13]=1)=[O:7])([CH3:4])([CH3:3])[CH3:2].[Li+].[B-](CC)(CC)CC. The catalyst is C1COCC1. The product is [OH:15][CH2:14][C:11]1[S:10][C:9]([NH:8][C:6](=[O:7])[O:5][C:1]([CH3:3])([CH3:2])[CH3:4])=[N:13][CH:12]=1. The yield is 0.490.